From a dataset of Peptide-MHC class II binding affinity with 134,281 pairs from IEDB. Regression. Given a peptide amino acid sequence and an MHC pseudo amino acid sequence, predict their binding affinity value. This is MHC class II binding data. (1) The peptide sequence is ASRELERFAVNPGLL. The MHC is DRB1_1101 with pseudo-sequence DRB1_1101. The binding affinity (normalized) is 0.284. (2) The peptide sequence is VRPIDDRFGLALSHL. The MHC is HLA-DQA10201-DQB10303 with pseudo-sequence HLA-DQA10201-DQB10303. The binding affinity (normalized) is 0.277. (3) The peptide sequence is LGWNIITFKDKTDIH. The MHC is HLA-DQA10201-DQB10303 with pseudo-sequence HLA-DQA10201-DQB10303. The binding affinity (normalized) is 0.408. (4) The peptide sequence is LLEFAVVLELAILSI. The MHC is HLA-DPA10103-DPB10401 with pseudo-sequence HLA-DPA10103-DPB10401. The binding affinity (normalized) is 0.234.